Dataset: Catalyst prediction with 721,799 reactions and 888 catalyst types from USPTO. Task: Predict which catalyst facilitates the given reaction. (1) Reactant: [O:1]1[CH:5]=[CH:4][C:3]([C:6]2[CH:30]=[CH:29][C:9]([O:10][C:11]3[CH:16]=[CH:15][C:14]([S:17]([CH:20]4[CH:25]([C:26]([OH:28])=O)[NH:24][CH2:23][CH2:22][S:21]4)(=[O:19])=[O:18])=[CH:13][CH:12]=3)=[CH:8][CH:7]=2)=[CH:2]1.[Si](O[NH2:49])(C(C)(C)C)(C1C=CC=CC=1)C1C=CC=CC=1.C(Cl)CCl. Product: [O:1]1[CH:5]=[CH:4][C:3]([C:6]2[CH:30]=[CH:29][C:9]([O:10][C:11]3[CH:12]=[CH:13][C:14]([S:17]([CH:20]4[CH:25]([C:26]([NH2:49])=[O:28])[NH:24][CH2:23][CH2:22][S:21]4)(=[O:18])=[O:19])=[CH:15][CH:16]=3)=[CH:8][CH:7]=2)=[CH:2]1. The catalyst class is: 4. (2) The catalyst class is: 58. Reactant: [CH:1]1([C:4]2[CH:32]=[CH:31][C:7]([CH2:8][O:9][C:10]3[CH:15]=[CH:14][C:13]([CH:16]4[CH2:19][N:18]([C:20]([C:22]5[CH:27]=[C:26]([OH:28])[CH:25]=[CH:24][N:23]=5)=[O:21])[CH2:17]4)=[CH:12][C:11]=3[O:29][CH3:30])=[CH:6][CH:5]=2)[CH2:3][CH2:2]1.Cl.C1(C2C=CC([CH2:54][O:53][C:44]3[CH:45]=CC(C4CNC4)=[CH:45][C:44]=3[O:53][CH3:54])=CC=2)CC1.S(C1C=CC([N+]([O-])=O)=CC=1)(OC[C@@H]1OC1)(=O)=O.C([O-])([O-])=O.[K+].[K+]. Product: [CH:1]1([C:4]2[CH:32]=[CH:31][C:7]([CH2:8][O:9][C:10]3[CH:15]=[CH:14][C:13]([CH:16]4[CH2:19][N:18]([C:20]([C:22]5[CH:27]=[C:26]([O:28][CH2:45][C@H:44]6[CH2:54][O:53]6)[CH:25]=[CH:24][N:23]=5)=[O:21])[CH2:17]4)=[CH:12][C:11]=3[O:29][CH3:30])=[CH:6][CH:5]=2)[CH2:3][CH2:2]1. (3) Reactant: [NH:1]1[CH2:5][CH2:4][CH:3]([OH:6])[CH2:2]1.C(N(CC)CC)C.[C:14]([O:18][C:19](O[C:19]([O:18][C:14]([CH3:17])([CH3:16])[CH3:15])=[O:20])=[O:20])([CH3:17])([CH3:16])[CH3:15]. Product: [C:14]([O:18][C:19]([N:1]1[CH2:5][CH2:4][CH:3]([OH:6])[CH2:2]1)=[O:20])([CH3:17])([CH3:16])[CH3:15]. The catalyst class is: 4. (4) Reactant: [CH3:1][N:2]1[CH2:7][CH2:6][NH:5][CH2:4][CH2:3]1.Cl[C:9]1[C:10]2[C:17]([C:18]3[CH:23]=[CH:22][C:21]([F:24])=[CH:20][CH:19]=3)=[C:16]([C:25]3[CH:30]=[CH:29][CH:28]=[CH:27][CH:26]=3)[O:15][C:11]=2[N:12]=[CH:13][N:14]=1. Product: [F:24][C:21]1[CH:22]=[CH:23][C:18]([C:17]2[C:10]3[C:9]([N:5]4[CH2:6][CH2:7][N:2]([CH3:1])[CH2:3][CH2:4]4)=[N:14][CH:13]=[N:12][C:11]=3[O:15][C:16]=2[C:25]2[CH:30]=[CH:29][CH:28]=[CH:27][CH:26]=2)=[CH:19][CH:20]=1. The catalyst class is: 6. (5) Reactant: [CH:1]([OH:3])=O.C(OC(=O)C)(=O)C.[NH2:11][C:12]1[CH:17]=[CH:16][CH:15]=[CH:14][C:13]=1[CH2:18][CH2:19][OH:20].C(=O)([O-])O.[K+]. Product: [OH:20][CH2:19][CH2:18][C:13]1[CH:14]=[CH:15][CH:16]=[CH:17][C:12]=1[NH:11][CH:1]=[O:3]. The catalyst class is: 7. (6) Reactant: C(OC([N:8]([C@@H:16]1[CH2:22][CH2:21][C@@H:20]([C:23]2[CH:28]=[CH:27][CH:26]=[C:25]([F:29])[C:24]=2[F:30])[CH:19]([CH2:31][OH:32])[NH:18][C:17]1=[O:33])C(OC(C)(C)C)=O)=O)(C)(C)C.[C:34]([OH:40])([C:36]([F:39])([F:38])[F:37])=[O:35]. Product: [NH2:8][C@@H:16]1[CH2:22][CH2:21][C@@H:20]([C:23]2[CH:28]=[CH:27][CH:26]=[C:25]([F:29])[C:24]=2[F:30])[CH:19]([CH2:31][OH:32])[NH:18][C:17]1=[O:33].[C:34]([OH:40])([C:36]([F:39])([F:38])[F:37])=[O:35]. The catalyst class is: 2.